Dataset: Catalyst prediction with 721,799 reactions and 888 catalyst types from USPTO. Task: Predict which catalyst facilitates the given reaction. Reactant: [NH2:1][C@@H:2]1[C:8](=[O:9])[NH:7][C:6]2[CH:10]=[CH:11][CH:12]=[CH:13][C:5]=2[C:4]2[CH:14]=[CH:15][CH:16]=[CH:17][C:3]1=2.[OH:18][C:19]([C:25](=[O:32])[NH:26][CH2:27][C:28]([F:31])([F:30])[F:29])([CH2:23][CH3:24])[C:20](O)=[O:21].O.ON1C2C=CC=CC=2N=N1.C(N(C(C)C)CC)(C)C.Cl.CN(C)CCCN=C=NCC. Product: [CH2:23]([C:19]([OH:18])([C:25]([NH:26][CH2:27][C:28]([F:30])([F:29])[F:31])=[O:32])[C:20]([NH:1][C@@H:2]1[C:8](=[O:9])[NH:7][C:6]2[CH:10]=[CH:11][CH:12]=[CH:13][C:5]=2[C:4]2[CH:14]=[CH:15][CH:16]=[CH:17][C:3]1=2)=[O:21])[CH3:24]. The catalyst class is: 7.